This data is from Catalyst prediction with 721,799 reactions and 888 catalyst types from USPTO. The task is: Predict which catalyst facilitates the given reaction. (1) Reactant: [N:1]1([C:11]([O:13][C:14]([CH3:17])([CH3:16])[CH3:15])=[O:12])[CH2:6][CH2:5][NH:4][C@H:3]([C:7]([O:9]C)=O)[CH2:2]1.Cl.[O:19]([C:21]#[N:22])[K]. Product: [O:9]=[C:7]1[C@@H:3]2[CH2:2][N:1]([C:11]([O:13][C:14]([CH3:17])([CH3:16])[CH3:15])=[O:12])[CH2:6][CH2:5][N:4]2[C:21](=[O:19])[NH:22]1. The catalyst class is: 38. (2) Reactant: FC(F)(F)C([NH:5][CH2:6][C:7]1[CH:12]=[CH:11][C:10]([F:13])=[C:9]([CH:14]2[CH2:19][CH2:18][N:17]([C:20]([C:22]3[C:30]4[C:25](=[CH:26][N:27]=[CH:28][CH:29]=4)[NH:24][CH:23]=3)=[O:21])[CH2:16][CH2:15]2)[CH:8]=1)=O.C([O-])([O-])=O.[K+].[K+].[ClH:39].CCOCC. Product: [ClH:39].[ClH:39].[NH2:5][CH2:6][C:7]1[CH:12]=[CH:11][C:10]([F:13])=[C:9]([CH:14]2[CH2:15][CH2:16][N:17]([C:20]([C:22]3[C:30]4[C:25](=[CH:26][N:27]=[CH:28][CH:29]=4)[NH:24][CH:23]=3)=[O:21])[CH2:18][CH2:19]2)[CH:8]=1. The catalyst class is: 24. (3) Reactant: [Br:1]Br.[F:3][C:4]1[CH:9]=[C:8]([F:10])[CH:7]=[CH:6][C:5]=1[C:11](=[O:13])[CH3:12].C([O-])(O)=O.[Na+]. Product: [Br:1][CH2:12][C:11]([C:5]1[CH:6]=[CH:7][C:8]([F:10])=[CH:9][C:4]=1[F:3])=[O:13]. The catalyst class is: 52. (4) Reactant: [OH:1][CH:2]([C:26]1[CH:35]=[CH:34][C:29]([C:30]([O:32]C)=[O:31])=[CH:28][CH:27]=1)[CH2:3][CH2:4][CH2:5][N:6]1[CH2:11][CH2:10][CH:9]([C:12]([OH:25])([C:19]2[CH:24]=[CH:23][CH:22]=[CH:21][CH:20]=2)[C:13]2[CH:18]=[CH:17][CH:16]=[CH:15][CH:14]=2)[CH2:8][CH2:7]1.C1COCC1.[Li+].[OH-].Cl. Product: [OH:1][CH:2]([C:26]1[CH:27]=[CH:28][C:29]([C:30]([OH:32])=[O:31])=[CH:34][CH:35]=1)[CH2:3][CH2:4][CH2:5][N:6]1[CH2:7][CH2:8][CH:9]([C:12]([OH:25])([C:13]2[CH:14]=[CH:15][CH:16]=[CH:17][CH:18]=2)[C:19]2[CH:24]=[CH:23][CH:22]=[CH:21][CH:20]=2)[CH2:10][CH2:11]1. The catalyst class is: 6. (5) Reactant: [I:1][C:2]1[CH:3]=[C:4]2[C:8](=[CH:9][CH:10]=1)[NH:7][C:6](=[O:11])[C:5]2=O.C(O)(C(F)(F)F)=O.[CH3:20][O:21][C:22](=[O:45])[CH2:23][CH2:24][C:25]([NH:27][C:28]1[CH:44]=[CH:43][C:31]([C:32]([NH:34][NH:35]C(OC(C)(C)C)=O)=[O:33])=[CH:30][CH:29]=1)=[O:26]. Product: [I:1][C:2]1[CH:3]=[C:4]2[C:8](=[CH:9][CH:10]=1)[NH:7][C:6](=[O:11])[C:5]2=[N:35][NH:34][C:32]([C:31]1[CH:30]=[CH:29][C:28]([NH:27][C:25](=[O:26])[CH2:24][CH2:23][C:22]([O:21][CH3:20])=[O:45])=[CH:44][CH:43]=1)=[O:33]. The catalyst class is: 15. (6) Reactant: Cl[C:2]1[N:10]=[CH:9][N:8]=[C:7]2[C:3]=1[N:4]=[C:5]([CH:19]1[CH2:21][CH2:20]1)[N:6]2[CH2:11][O:12][CH2:13][CH2:14][Si:15]([CH3:18])([CH3:17])[CH3:16].[NH3:22]. Product: [CH:19]1([C:5]2[N:6]([CH2:11][O:12][CH2:13][CH2:14][Si:15]([CH3:18])([CH3:17])[CH3:16])[C:7]3[C:3]([N:4]=2)=[C:2]([NH2:22])[N:10]=[CH:9][N:8]=3)[CH2:21][CH2:20]1. The catalyst class is: 8.